Dataset: Full USPTO retrosynthesis dataset with 1.9M reactions from patents (1976-2016). Task: Predict the reactants needed to synthesize the given product. (1) Given the product [Cl:16][C:17]1[CH:22]=[C:21]([F:23])[CH:20]=[CH:19][C:18]=1[C:2]1[C:9]([O:10][CH2:11][CH3:12])=[CH:8][C:5]([CH:6]=[O:7])=[CH:4][C:3]=1[O:13][CH2:14][CH3:15], predict the reactants needed to synthesize it. The reactants are: Br[C:2]1[C:9]([O:10][CH2:11][CH3:12])=[CH:8][C:5]([CH:6]=[O:7])=[CH:4][C:3]=1[O:13][CH2:14][CH3:15].[Cl:16][C:17]1[CH:22]=[C:21]([F:23])[CH:20]=[CH:19][C:18]=1B(O)O.P([O-])([O-])([O-])=O.[K+].[K+].[K+].CN(C=O)C. (2) Given the product [O:25]=[C:24]1[CH2:23][C:21]2[C:20](=[CH:19][CH:18]=[C:17]([C:15]3[S:16][C:12]([CH2:11][CH2:10][C@@H:9]([NH:8][C:6](=[O:7])[O:5][C:1]([CH3:2])([CH3:3])[CH3:4])[CH2:32][C:33]4[CH:34]=[N:35][C:36]([C:39]([F:42])([F:41])[F:40])=[CH:37][CH:38]=4)=[N:13][N:14]=3)[CH:22]=2)[NH:29]1, predict the reactants needed to synthesize it. The reactants are: [C:1]([O:5][C:6]([NH:8][C@@H:9]([CH2:32][C:33]1[CH:34]=[N:35][C:36]([C:39]([F:42])([F:41])[F:40])=[CH:37][CH:38]=1)[CH2:10][CH2:11][C:12]1[S:16][C:15]([C:17]2[CH:18]=[CH:19][C:20]([N+:29]([O-])=O)=[C:21]([CH2:23][C:24](OCC)=[O:25])[CH:22]=2)=[N:14][N:13]=1)=[O:7])([CH3:4])([CH3:3])[CH3:2].Cl.C([O-])(O)=O.[Na+].